From a dataset of Reaction yield outcomes from USPTO patents with 853,638 reactions. Predict the reaction yield, written as a fraction of the theoretical maximum amount of product (1.0 means a 100% yield; for example, 0.34 means a 34% yield). (1) The reactants are C([O:3][C:4](=O)[NH:5][CH2:6][C:7]([CH3:19])([C:9]1[CH:14]=[CH:13][C:12]([C:15]([F:18])([F:17])[F:16])=[CH:11][CH:10]=1)[CH3:8])C.O=P12OP3(OP(OP(O3)(O1)=O)(=O)O2)=O. The yield is 0.333. The catalyst is O=P(Cl)(Cl)Cl. The product is [CH3:8][C:7]1([CH3:19])[C:9]2[C:14](=[CH:13][C:12]([C:15]([F:18])([F:17])[F:16])=[CH:11][CH:10]=2)[C:4](=[O:3])[NH:5][CH2:6]1. (2) The reactants are CCN=C=NCCCN(C)C.Cl.[NH:13]([C:20]([O:22][C:23]([CH3:26])([CH3:25])[CH3:24])=[O:21])[C:14]([C:17]([OH:19])=O)([CH3:16])[CH3:15].[NH2:27][C@H:28]([C:39]([NH:41][C:42]1[CH:47]=[CH:46][CH:45]=[CH:44][CH:43]=1)=[O:40])[CH2:29][C:30]1[C:38]2[C:33](=[CH:34][CH:35]=[CH:36][CH:37]=2)[NH:32][CH:31]=1. The catalyst is C1COCC1. The product is [NH:13]([C:20]([O:22][C:23]([CH3:26])([CH3:25])[CH3:24])=[O:21])[C:14]([C:17]([NH:27][C@H:28]([C:39]([NH:41][C:42]1[CH:47]=[CH:46][CH:45]=[CH:44][CH:43]=1)=[O:40])[CH2:29][C:30]1[C:38]2[C:33](=[CH:34][CH:35]=[CH:36][CH:37]=2)[NH:32][CH:31]=1)=[O:19])([CH3:15])[CH3:16]. The yield is 0.653. (3) The reactants are [CH3:1][N:2]1[CH:6]=[CH:5][C:4]([C:7](=O)[CH2:8][C:9]2[CH:13]=[CH:12][S:11][CH:10]=2)=[N:3]1.[OH:15][C:16]1[C:23]([N+:24]([O-:26])=[O:25])=[CH:22][C:19]([CH:20]=O)=[CH:18][C:17]=1[O:27][CH3:28].[NH2:29][C:30]([NH2:32])=[O:31].Cl.[CH3:34]CO. No catalyst specified. The product is [CH2:28]([O:27][C:17]1[CH:18]=[C:19]([CH:20]2[C:8]([C:9]3[CH:13]=[CH:12][S:11][CH:10]=3)=[C:7]([C:4]3[CH:5]=[CH:6][N:2]([CH3:1])[N:3]=3)[NH:32][C:30](=[O:31])[NH:29]2)[CH:22]=[C:23]([N+:24]([O-:26])=[O:25])[C:16]=1[OH:15])[CH3:34]. The yield is 0.810. (4) The reactants are C([O:3][C:4]([C:6]1[C:7]([C:12]2[CH:17]=[CH:16][N:15]=[CH:14][N:13]=2)=[N:8][O:9][C:10]=1[CH3:11])=[O:5])C.COC(=O)C1C=CN=C(OCC2C(C3C=CC=CC=3)=NOC=2C)C=1. No catalyst specified. The product is [CH3:11][C:10]1[O:9][N:8]=[C:7]([C:12]2[CH:17]=[CH:16][N:15]=[CH:14][N:13]=2)[C:6]=1[C:4]([OH:5])=[O:3]. The yield is 0.730.